Predict the reactants needed to synthesize the given product. From a dataset of Full USPTO retrosynthesis dataset with 1.9M reactions from patents (1976-2016). (1) Given the product [CH3:1][O:2][C:3]1[C:11]2[O:10][CH:9]=[C:8]([CH2:15][C:13]#[N:14])[C:7]=2[CH:6]=[CH:5][CH:4]=1, predict the reactants needed to synthesize it. The reactants are: [CH3:1][O:2][C:3]1[C:11]2[O:10][CH2:9][C:8](=O)[C:7]=2[CH:6]=[CH:5][CH:4]=1.[C:13]([CH2:15]C(O)=O)#[N:14].C([O-])(=O)C.[NH4+]. (2) Given the product [C:1]([O:5][C:6](=[O:28])[NH:7][C@H:8]([C:10]1[N:19]([C:20]2[CH:21]=[N:22][C:23]([O:30][CH3:29])=[CH:24][CH:25]=2)[C:13]2[CH:14]=[C:15]([F:18])[CH:16]=[CH:17][C:12]=2[N:11]=1)[CH3:9])([CH3:4])([CH3:3])[CH3:2], predict the reactants needed to synthesize it. The reactants are: [C:1]([O:5][C:6](=[O:28])[NH:7][C@H:8]([C:10](=O)[NH:11][C:12]1[CH:17]=[CH:16][C:15]([F:18])=[CH:14][C:13]=1[NH:19][C:20]1[CH:21]=[N:22][C:23](F)=[CH:24][CH:25]=1)[CH3:9])([CH3:4])([CH3:3])[CH3:2].[CH3:29][O-:30].[Na+].